From a dataset of Forward reaction prediction with 1.9M reactions from USPTO patents (1976-2016). Predict the product of the given reaction. (1) Given the reactants Cl.Cl.[CH3:3][C@H:4]1[C:12]2[C:11]([N:13]3[CH2:18][CH2:17][NH:16][CH2:15][CH2:14]3)=[N:10][CH:9]=[N:8][C:7]=2[CH2:6][CH2:5]1.[C:19]([O:23][C:24]([N:26]([CH:39]([CH3:41])[CH3:40])[CH2:27][CH:28]([C:32]1[CH:37]=[CH:36][C:35]([Cl:38])=[CH:34][CH:33]=1)[C:29](O)=[O:30])=[O:25])([CH3:22])([CH3:21])[CH3:20].CN(C(ON1N=NC2C=CC=CC1=2)=[N+](C)C)C.F[P-](F)(F)(F)(F)F, predict the reaction product. The product is: [Cl:38][C:35]1[CH:36]=[CH:37][C:32]([CH:28]([C:29]([N:16]2[CH2:17][CH2:18][N:13]([C:11]3[C:12]4[C@H:4]([CH3:3])[CH2:5][CH2:6][C:7]=4[N:8]=[CH:9][N:10]=3)[CH2:14][CH2:15]2)=[O:30])[CH2:27][N:26]([CH:39]([CH3:40])[CH3:41])[C:24](=[O:25])[O:23][C:19]([CH3:21])([CH3:20])[CH3:22])=[CH:33][CH:34]=1. (2) Given the reactants N1C=CC=CC=1.[C:7]([N:10]1[C:19]2[C:14](=[CH:15][C:16]([C:21]3[CH:22]=[N:23][N:24]([CH:26]4[CH2:28][CH2:27]4)[CH:25]=3)=[C:17]([NH2:20])[CH:18]=2)[N:13]([C:29]([O:31][CH:32]([CH3:34])[CH3:33])=[O:30])[CH2:12][C@@H:11]1[CH3:35])(=[O:9])[CH3:8].[C:36](OC(=O)C)(=[O:38])[CH3:37], predict the reaction product. The product is: [C:36]([NH:20][C:17]1[CH:18]=[C:19]2[C:14](=[CH:15][C:16]=1[C:21]1[CH:22]=[N:23][N:24]([CH:26]3[CH2:28][CH2:27]3)[CH:25]=1)[N:13]([C:29]([O:31][CH:32]([CH3:34])[CH3:33])=[O:30])[CH2:12][C@H:11]([CH3:35])[N:10]2[C:7](=[O:9])[CH3:8])(=[O:38])[CH3:37]. (3) Given the reactants [CH2:1]([O:3][C:4]1[CH:9]=[CH:8][C:7]([C:10]2[CH:15]=[CH:14][CH:13]=[C:12]([F:16])[C:11]=2[F:17])=[C:6]([F:18])[C:5]=1[F:19])[CH3:2].C([Li])(CC)C.[O:25]1[C:29]2([CH2:34][CH2:33][C:32](=[O:35])[CH2:31][CH2:30]2)[O:28][CH2:27][CH2:26]1.[Cl-].[NH4+], predict the reaction product. The product is: [CH2:1]([O:3][C:4]1[CH:9]=[CH:8][C:7]([C:10]2[CH:15]=[CH:14][C:13]([C:32]3([OH:35])[CH2:33][CH2:34][C:29]4([O:28][CH2:27][CH2:26][O:25]4)[CH2:30][CH2:31]3)=[C:12]([F:16])[C:11]=2[F:17])=[C:6]([F:18])[C:5]=1[F:19])[CH3:2].